This data is from Peptide-MHC class I binding affinity with 185,985 pairs from IEDB/IMGT. The task is: Regression. Given a peptide amino acid sequence and an MHC pseudo amino acid sequence, predict their binding affinity value. This is MHC class I binding data. (1) The peptide sequence is YVARVSSNSR. The MHC is HLA-A03:01 with pseudo-sequence HLA-A03:01. The binding affinity (normalized) is 0.148. (2) The peptide sequence is GVDYYDNV. The MHC is H-2-Db with pseudo-sequence H-2-Db. The binding affinity (normalized) is 0. (3) The peptide sequence is RPEFVKLTM. The MHC is HLA-A26:01 with pseudo-sequence HLA-A26:01. The binding affinity (normalized) is 0.213. (4) The MHC is Mamu-B17 with pseudo-sequence Mamu-B17. The binding affinity (normalized) is 0. The peptide sequence is ALSEGCTPY.